Task: Predict the reactants needed to synthesize the given product.. Dataset: Full USPTO retrosynthesis dataset with 1.9M reactions from patents (1976-2016) (1) Given the product [Cl:1][C:2]1[CH:11]=[C:10]([Cl:12])[CH:9]=[C:8]2[C:3]=1[C:4](=[O:23])[C:5]([C:15]1[CH:16]=[CH:17][C:18]([OH:21])=[CH:19][CH:20]=1)([CH3:14])[C:6](=[O:13])[NH:7]2, predict the reactants needed to synthesize it. The reactants are: [Cl:1][C:2]1[CH:11]=[C:10]([Cl:12])[CH:9]=[C:8]2[C:3]=1[C:4](=[O:23])[C:5]([C:15]1[CH:20]=[CH:19][C:18]([O:21]C)=[CH:17][CH:16]=1)([CH3:14])[C:6](=[O:13])[NH:7]2.B(Br)(Br)Br.Cl. (2) Given the product [CH3:30][N:7]([CH3:6])[S:8]([N:11]1[C:15]([CH:31]=[O:33])=[CH:14][N:13]=[C:12]1[Si:23]([C:26]([CH3:28])([CH3:29])[CH3:27])([CH3:24])[CH3:25])(=[O:10])=[O:9], predict the reactants needed to synthesize it. The reactants are: [Li]CCCC.[CH3:6][N:7]([CH3:30])[S:8]([N:11]1[C:15](SC2C=CC=CC=2)=[CH:14][N:13]=[C:12]1[Si:23]([C:26]([CH3:29])([CH3:28])[CH3:27])([CH3:25])[CH3:24])(=[O:10])=[O:9].[CH2:31]([O:33]CC)C.